Predict the reaction yield, written as a fraction of the theoretical maximum amount of product (1.0 means a 100% yield; for example, 0.34 means a 34% yield). From a dataset of Reaction yield outcomes from USPTO patents with 853,638 reactions. The reactants are [H-].[Al+3].[Li+].[H-].[H-].[H-].[I:7][C:8]1[CH:9]=[C:10]2[C:14](=[CH:15][CH:16]=1)[N:13]([CH:17]1[CH2:22][CH2:21][CH2:20][CH2:19][O:18]1)[N:12]=[C:11]2[C:23](N(OC)C)=[O:24]. The catalyst is C1COCC1. The product is [I:7][C:8]1[CH:9]=[C:10]2[C:14](=[CH:15][CH:16]=1)[N:13]([CH:17]1[CH2:22][CH2:21][CH2:20][CH2:19][O:18]1)[N:12]=[C:11]2[CH:23]=[O:24]. The yield is 0.720.